Regression. Given a peptide amino acid sequence and an MHC pseudo amino acid sequence, predict their binding affinity value. This is MHC class I binding data. From a dataset of Peptide-MHC class I binding affinity with 185,985 pairs from IEDB/IMGT. (1) The peptide sequence is TTCSVLVTVK. The MHC is HLA-A33:01 with pseudo-sequence HLA-A33:01. The binding affinity (normalized) is 0.430. (2) The peptide sequence is REWGWRIPF. The MHC is HLA-A26:02 with pseudo-sequence HLA-A26:02. The binding affinity (normalized) is 0.0847. (3) The binding affinity (normalized) is 0. The MHC is HLA-B53:01 with pseudo-sequence HLA-B53:01. The peptide sequence is QELKNSAVSL.